Task: Predict the reactants needed to synthesize the given product.. Dataset: Full USPTO retrosynthesis dataset with 1.9M reactions from patents (1976-2016) (1) The reactants are: [CH3:1][NH2:2].C(O)C.[F:6][C:7]1[CH:12]=[CH:11][C:10]([S:13](Cl)(=[O:15])=[O:14])=[CH:9][CH:8]=1. Given the product [F:6][C:7]1[CH:12]=[CH:11][C:10]([S:13]([NH:2][CH3:1])(=[O:15])=[O:14])=[CH:9][CH:8]=1, predict the reactants needed to synthesize it. (2) Given the product [OH:2][C:3]1[C:12]2[C:7](=[CH:8][CH:9]=[CH:10][CH:11]=2)[CH:6]=[C:5]([NH:13][C:14]([C:16]2[C:25](=[O:26])[C:24]3[C:19](=[CH:20][CH:21]=[CH:22][CH:23]=3)[NH:18][CH:17]=2)=[O:15])[CH:4]=1, predict the reactants needed to synthesize it. The reactants are: C[O:2][C:3]1[C:12]2[C:7](=[CH:8][CH:9]=[CH:10][CH:11]=2)[CH:6]=[C:5]([NH:13][C:14]([C:16]2[C:25](=[O:26])[C:24]3[C:19](=[CH:20][CH:21]=[CH:22][CH:23]=3)[NH:18][CH:17]=2)=[O:15])[CH:4]=1.B(Br)(Br)Br. (3) Given the product [C:37]([O:36][C:34]([N:26]([C:27]([O:29][C:30]([CH3:33])([CH3:32])[CH3:31])=[O:28])[C:7]1[N:6]=[C:5]([CH2:3][OH:2])[CH:10]=[C:9]([N:11]([C:19]([O:21][C:22]([CH3:25])([CH3:24])[CH3:23])=[O:20])[C:12]([O:14][C:15]([CH3:17])([CH3:18])[CH3:16])=[O:13])[N:8]=1)=[O:35])([CH3:38])([CH3:39])[CH3:40], predict the reactants needed to synthesize it. The reactants are: C[O:2][C:3]([C:5]1[CH:10]=[C:9]([N:11]([C:19]([O:21][C:22]([CH3:25])([CH3:24])[CH3:23])=[O:20])[C:12]([O:14][C:15]([CH3:18])([CH3:17])[CH3:16])=[O:13])[N:8]=[C:7]([N:26]([C:34]([O:36][C:37]([CH3:40])([CH3:39])[CH3:38])=[O:35])[C:27]([O:29][C:30]([CH3:33])([CH3:32])[CH3:31])=[O:28])[N:6]=1)=O.[C:37]([O:36][C:34]([N:26]([C:27]([O:29][C:30]([CH3:33])([CH3:32])[CH3:31])=[O:28])[C:7]1[N:6]=[C:5]([CH2:3][OH:2])[CH:10]=[C:9]([N:11]([C:19]([O:21][C:22]([CH3:25])([CH3:24])[CH3:23])=[O:20])[C:12]([O:14][C:15]([CH3:16])([CH3:17])[CH3:18])=[O:13])[N:8]=1)=[O:35])([CH3:40])([CH3:39])[CH3:38].O.[BH4-].[Na+]. (4) Given the product [C:33]([O:37][C:38](=[O:39])[N:11]([C:5]1[C:6]2[N:7]([CH:8]=[CH:9][N:10]=2)[C:2]([Br:1])=[CH:3][N:4]=1)[C:12]1[CH:17]=[CH:16][C:15]([N:18]2[CH2:19][CH2:20][O:21][CH2:22][CH2:23]2)=[C:14]([C:24]([CH3:32])([CH3:31])[O:25][SiH2:26][C:27]([CH3:30])([CH3:29])[CH3:28])[CH:13]=1)([CH3:36])([CH3:35])[CH3:34], predict the reactants needed to synthesize it. The reactants are: [Br:1][C:2]1[N:7]2[CH:8]=[CH:9][N:10]=[C:6]2[C:5]([NH:11][C:12]2[CH:17]=[CH:16][C:15]([N:18]3[CH2:23][CH2:22][O:21][CH2:20][CH2:19]3)=[C:14]([C:24]([CH3:32])([CH3:31])[O:25][SiH2:26][C:27]([CH3:30])([CH3:29])[CH3:28])[CH:13]=2)=[N:4][CH:3]=1.[C:33]([O:37][C:38](O[C:38]([O:37][C:33]([CH3:36])([CH3:35])[CH3:34])=[O:39])=[O:39])([CH3:36])([CH3:35])[CH3:34].